This data is from Peptide-MHC class II binding affinity with 134,281 pairs from IEDB. The task is: Regression. Given a peptide amino acid sequence and an MHC pseudo amino acid sequence, predict their binding affinity value. This is MHC class II binding data. (1) The peptide sequence is SYVHVNGAKFIDTQN. The MHC is HLA-DQA10401-DQB10402 with pseudo-sequence HLA-DQA10401-DQB10402. The binding affinity (normalized) is 0. (2) The peptide sequence is FHEMNNGGDAMYMAL. The MHC is DRB1_0901 with pseudo-sequence DRB1_0901. The binding affinity (normalized) is 0.212. (3) The peptide sequence is ESEFQAALSRKVAKL. The MHC is DRB1_0401 with pseudo-sequence DRB1_0401. The binding affinity (normalized) is 0.466.